This data is from Peptide-MHC class II binding affinity with 134,281 pairs from IEDB. The task is: Regression. Given a peptide amino acid sequence and an MHC pseudo amino acid sequence, predict their binding affinity value. This is MHC class II binding data. (1) The peptide sequence is EGTVDFIFGEARSLY. The MHC is HLA-DPA10103-DPB10401 with pseudo-sequence HLA-DPA10103-DPB10401. The binding affinity (normalized) is 0.296. (2) The peptide sequence is WLDAKSTWYGKPTGAGPKDN. The MHC is HLA-DPA10201-DPB11401 with pseudo-sequence HLA-DPA10201-DPB11401. The binding affinity (normalized) is 0.0817. (3) The peptide sequence is AFKVAATAANANPAN. The MHC is HLA-DPA10103-DPB10301 with pseudo-sequence HLA-DPA10103-DPB10301. The binding affinity (normalized) is 0.575. (4) The binding affinity (normalized) is 0.648. The peptide sequence is AGWLFHVRGARRSGD. The MHC is DRB3_0301 with pseudo-sequence DRB3_0301. (5) The peptide sequence is GELQIVDKPDAAFKI. The MHC is DRB1_0401 with pseudo-sequence DRB1_0401. The binding affinity (normalized) is 0.520. (6) The peptide sequence is HGRQIRMAKLLGRDPE. The MHC is DRB1_0301 with pseudo-sequence DRB1_0301. The binding affinity (normalized) is 0.446. (7) The peptide sequence is DMLKLFEFNKKAIET. The MHC is DRB1_1302 with pseudo-sequence DRB1_1302. The binding affinity (normalized) is 0.174.